From a dataset of Catalyst prediction with 721,799 reactions and 888 catalyst types from USPTO. Predict which catalyst facilitates the given reaction. (1) Reactant: N[C:2]1[N:3]=[CH:4][C:5]2[C:10]([CH:11]=1)=[CH:9][CH:8]=[CH:7][CH:6]=2.[N:12]1C=CC=CC=1.Cl[C:19]([O:21][CH2:22][C:23]([Cl:26])([Cl:25])[Cl:24])=[O:20].O. Product: [CH:4]1[C:5]2[C:10](=[CH:9][CH:8]=[CH:7][CH:6]=2)[C:11]([NH:12][C:19](=[O:20])[O:21][CH2:22][C:23]([Cl:26])([Cl:25])[Cl:24])=[CH:2][N:3]=1. The catalyst class is: 7. (2) Reactant: [C:1]([O:5][C:6]([N:8]1[C:17]2[C:12](=[CH:13][CH:14]=[C:15]([CH:18]([CH2:23][CH2:24][CH2:25][CH2:26][CH3:27])[CH:19]=[C:20](Br)Br)[CH:16]=2)[C:11]([CH3:29])([CH3:28])[CH2:10][CH2:9]1)=[O:7])([CH3:4])([CH3:3])[CH3:2].C([Li])CCC. Product: [C:1]([O:5][C:6]([N:8]1[C:17]2[C:12](=[CH:13][CH:14]=[C:15]([CH:18]([CH2:23][CH2:24][CH2:25][CH2:26][CH3:27])[C:19]#[CH:20])[CH:16]=2)[C:11]([CH3:28])([CH3:29])[CH2:10][CH2:9]1)=[O:7])([CH3:4])([CH3:3])[CH3:2]. The catalyst class is: 1.